From a dataset of Full USPTO retrosynthesis dataset with 1.9M reactions from patents (1976-2016). Predict the reactants needed to synthesize the given product. (1) The reactants are: C(OO)(=[O:3])C.[C:6]([O:9][C@@H:10]1[C@@H:15]([O:16][C:17](=[O:19])[CH3:18])[C@H:14]([O:20][C:21](=[O:23])[CH3:22])[C@@H:13]([S:24][CH3:25])[O:12][C@H:11]1[C:26]1[CH:31]=[CH:30][C:29]([CH3:32])=[C:28]([CH2:33][C:34]2[CH:39]=[CH:38][C:37]([CH2:40][CH2:41][CH2:42][C:43]([O:45][CH3:46])=[O:44])=[CH:36][CH:35]=2)[CH:27]=1)(=[O:8])[CH3:7]. Given the product [C:6]([O:9][C@@H:10]1[C@@H:15]([O:16][C:17](=[O:19])[CH3:18])[C@H:14]([O:20][C:21](=[O:23])[CH3:22])[C@@H:13]([S@:24]([CH3:25])=[O:3])[O:12][C@H:11]1[C:26]1[CH:31]=[CH:30][C:29]([CH3:32])=[C:28]([CH2:33][C:34]2[CH:35]=[CH:36][C:37]([CH2:40][CH2:41][CH2:42][C:43]([O:45][CH3:46])=[O:44])=[CH:38][CH:39]=2)[CH:27]=1)(=[O:8])[CH3:7], predict the reactants needed to synthesize it. (2) Given the product [CH3:1][O:2][CH2:3][C:4]1[C:13]2[C:8](=[CH:9][CH:10]=[CH:11][CH:12]=2)[C:7]([C:14]([NH:16][C:17]2[C:18]([C:23]([NH:25][CH2:26][CH:27]3[CH2:32][CH2:31][CH2:30][CH2:29][NH:28]3)=[O:24])=[N:19][CH:20]=[CH:21][CH:22]=2)=[O:15])=[CH:6][CH:5]=1.[C:40]([OH:46])([C:42]([F:45])([F:44])[F:43])=[O:41], predict the reactants needed to synthesize it. The reactants are: [CH3:1][O:2][CH2:3][C:4]1[C:13]2[C:8](=[CH:9][CH:10]=[CH:11][CH:12]=2)[C:7]([C:14]([NH:16][C:17]2[C:18]([C:23]([NH:25][CH2:26][CH:27]3[CH2:32][CH2:31][CH2:30][CH2:29][N:28]3C(OC(C)(C)C)=O)=[O:24])=[N:19][CH:20]=[CH:21][CH:22]=2)=[O:15])=[CH:6][CH:5]=1.[C:40]([OH:46])([C:42]([F:45])([F:44])[F:43])=[O:41]. (3) Given the product [CH3:1][C@H:2]1[CH2:6][CH2:5][CH2:4][N:3]1[C@H:7]1[CH2:11][CH2:10][N:9]([C:12]2[CH:13]=[C:14]3[C:19](=[CH:20][CH:21]=2)[CH2:18][N:17]([C:23]2[CH:28]=[C:27]([C:29]([F:30])([F:32])[F:31])[CH:26]=[C:25]([CH3:33])[N:24]=2)[CH2:16][CH2:15]3)[CH2:8]1, predict the reactants needed to synthesize it. The reactants are: [CH3:1][C@H:2]1[CH2:6][CH2:5][CH2:4][N:3]1[C@H:7]1[CH2:11][CH2:10][N:9]([C:12]2[CH:13]=[C:14]3[C:19](=[CH:20][CH:21]=2)[CH2:18][NH:17][CH2:16][CH2:15]3)[CH2:8]1.Br[C:23]1[CH:28]=[C:27]([C:29]([F:32])([F:31])[F:30])[CH:26]=[C:25]([CH3:33])[N:24]=1.